This data is from Catalyst prediction with 721,799 reactions and 888 catalyst types from USPTO. The task is: Predict which catalyst facilitates the given reaction. (1) Reactant: [C:1]([O:5][C:6]([N:8]1[CH2:12][C@@H:11]([CH2:13][N:14]([CH:31]([CH3:33])[CH3:32])[C:15](=[O:30])[C:16]2[CH:21]=[CH:20][C:19]([O:22][CH3:23])=[C:18]([O:24][CH2:25][CH2:26][CH2:27][O:28][CH3:29])[CH:17]=2)[C@H:10]([OH:34])[CH2:9]1)=[O:7])([CH3:4])([CH3:3])[CH3:2].[O-]S([O-])(=S)=O.[Na+].[Na+]. Product: [C:1]([O:5][C:6]([N:8]1[CH2:9][C:10](=[O:34])[CH:11]([CH2:13][N:14]([CH:31]([CH3:33])[CH3:32])[C:15](=[O:30])[C:16]2[CH:21]=[CH:20][C:19]([O:22][CH3:23])=[C:18]([O:24][CH2:25][CH2:26][CH2:27][O:28][CH3:29])[CH:17]=2)[CH2:12]1)=[O:7])([CH3:4])([CH3:3])[CH3:2]. The catalyst class is: 2. (2) Reactant: COC1C=CC(C[NH:8][C:9]2[S:10][CH:11]=[CH:12][N:13]=2)=CC=1.C[Si]([N-][Si](C)(C)C)(C)C.[Li+].[CH3:26][O:27][C:28]1[CH:33]=[C:32]([C:34]([F:37])([F:36])[F:35])[CH:31]=[CH:30][C:29]=1[C:38]1[C:47]2[C:42](=[CH:43][C:44]([S:48](Cl)(=[O:50])=[O:49])=[CH:45][CH:46]=2)[N:41]=[N:40][CH:39]=1.C(O)(=O)C. Product: [CH3:26][O:27][C:28]1[CH:33]=[C:32]([C:34]([F:37])([F:36])[F:35])[CH:31]=[CH:30][C:29]=1[C:38]1[C:47]2[C:42](=[CH:43][C:44]([S:48]([NH:8][C:9]3[S:10][CH:11]=[CH:12][N:13]=3)(=[O:50])=[O:49])=[CH:45][CH:46]=2)[N:41]=[N:40][CH:39]=1. The catalyst class is: 87. (3) Reactant: Cl[C:2]1[C:3]2[N:4]([CH:8]=[C:9]([C:11]3[CH:16]=[CH:15][C:14]([F:17])=[CH:13][C:12]=3[F:18])[N:10]=2)[CH:5]=[CH:6][N:7]=1.[CH2:19]1COCC1.CN1C(=O)CCC1.C[Mg+].[Br-]. Product: [F:18][C:12]1[CH:13]=[C:14]([F:17])[CH:15]=[CH:16][C:11]=1[C:9]1[N:10]=[C:3]2[C:2]([CH3:19])=[N:7][CH:6]=[CH:5][N:4]2[CH:8]=1. The catalyst class is: 798. (4) Reactant: [N+:1]([C:4]1[CH:9]=[CH:8][C:7]([C:10]([F:13])([F:12])[F:11])=[CH:6][C:5]=1[S:14]([NH:17][C:18]1[CH:19]=[CH:20][CH:21]=[C:22]2[C:27]=1[N:26]=[CH:25][CH:24]=[CH:23]2)(=[O:16])=[O:15])([O-])=O.Cl[Sn]Cl. Product: [NH2:1][C:4]1[CH:9]=[CH:8][C:7]([C:10]([F:12])([F:11])[F:13])=[CH:6][C:5]=1[S:14]([NH:17][C:18]1[CH:19]=[CH:20][CH:21]=[C:22]2[C:27]=1[N:26]=[CH:25][CH:24]=[CH:23]2)(=[O:15])=[O:16]. The catalyst class is: 422. (5) Reactant: Cl.[NH2:2][C@@H:3]1[CH2:5][C@H:4]1[C:6]1[CH:11]=[CH:10][C:9]([NH:12][C:13](=[O:21])[C:14]2[CH:19]=[CH:18][CH:17]=[C:16]([Br:20])[CH:15]=2)=[CH:8][CH:7]=1.[CH:22](=O)[C:23]1[CH:28]=[CH:27][CH:26]=[CH:25][CH:24]=1.C(=O)([O-])O.[Na+].[BH4-].[Na+]. Product: [CH2:22]([NH:2][C@@H:3]1[CH2:5][C@H:4]1[C:6]1[CH:11]=[CH:10][C:9]([NH:12][C:13](=[O:21])[C:14]2[CH:19]=[CH:18][CH:17]=[C:16]([Br:20])[CH:15]=2)=[CH:8][CH:7]=1)[C:23]1[CH:28]=[CH:27][CH:26]=[CH:25][CH:24]=1. The catalyst class is: 24.